This data is from Forward reaction prediction with 1.9M reactions from USPTO patents (1976-2016). The task is: Predict the product of the given reaction. Given the reactants [Cu]C#N.[Br-].[Li+].[I-].[C:7]([C:9]1[C:14]([F:15])=[CH:13][CH:12]=[CH:11][C:10]=1[Zn+])#[N:8].[Br:17][C:18]1[CH:19]=[C:20]([CH:24]=[CH:25][C:26]=1[O:27][CH3:28])[C:21](Cl)=[O:22].[NH4+].[Cl-], predict the reaction product. The product is: [Br:17][C:18]1[CH:19]=[C:20]([CH:24]=[CH:25][C:26]=1[O:27][CH3:28])[C:21]([C:10]1[CH:11]=[CH:12][CH:13]=[C:14]([F:15])[C:9]=1[C:7]#[N:8])=[O:22].